From a dataset of Full USPTO retrosynthesis dataset with 1.9M reactions from patents (1976-2016). Predict the reactants needed to synthesize the given product. (1) Given the product [CH:1]1([CH2:4][N:5]2[C:10](=[O:11])[C:9]([CH2:12][CH2:13][CH2:14][N:33]3[CH2:34][CH2:35][N:30]([CH3:29])[CH2:31][CH2:32]3)=[CH:8][C:7]([C:20]3[CH:25]=[CH:24][C:23]([O:26][CH3:27])=[C:22]([F:28])[CH:21]=3)=[N:6]2)[CH2:3][CH2:2]1, predict the reactants needed to synthesize it. The reactants are: [CH:1]1([CH2:4][N:5]2[C:10](=[O:11])[C:9]([CH2:12][CH2:13][CH2:14]OS(C)(=O)=O)=[CH:8][C:7]([C:20]3[CH:25]=[CH:24][C:23]([O:26][CH3:27])=[C:22]([F:28])[CH:21]=3)=[N:6]2)[CH2:3][CH2:2]1.[CH3:29][N:30]1[CH2:35][CH2:34][NH:33][CH2:32][CH2:31]1. (2) Given the product [NH2:1][C:2]1[CH:6]=[C:5]([Cl:7])[N:4]([C:8]2[CH:13]=[CH:12][C:11]([B:23]3[O:24][C:25]([CH3:27])([CH3:26])[C:21]([CH3:37])([CH3:20])[O:22]3)=[CH:10][CH:9]=2)[C:3]=1[C:15]([O:17][CH2:18][CH3:19])=[O:16], predict the reactants needed to synthesize it. The reactants are: [NH2:1][C:2]1[CH:6]=[C:5]([Cl:7])[N:4]([C:8]2[CH:13]=[CH:12][C:11](Br)=[CH:10][CH:9]=2)[C:3]=1[C:15]([O:17][CH2:18][CH3:19])=[O:16].[CH3:20][C:21]1([CH3:37])[C:25]([CH3:27])([CH3:26])[O:24][B:23]([B:23]2[O:24][C:25]([CH3:27])([CH3:26])[C:21]([CH3:37])([CH3:20])[O:22]2)[O:22]1.C([O-])(=O)C.[K+]. (3) The reactants are: [NH2:1][C@H:2]([C:10]([OH:12])=[O:11])[CH2:3][CH2:4][CH2:5][NH:6][C:7](=[NH:9])[NH2:8].[C:13](Cl)(=[O:27])[CH2:14][CH2:15][CH2:16][CH2:17][CH2:18][CH2:19][CH2:20][CH2:21][CH2:22][CH2:23][CH2:24][CH2:25][CH3:26].[OH-].[Na+].Cl. Given the product [C:13]([NH:1][C@H:2]([C:10]([OH:12])=[O:11])[CH2:3][CH2:4][CH2:5][NH:6][C:7](=[NH:8])[NH2:9])(=[O:27])[CH2:14][CH2:15][CH2:16][CH2:17][CH2:18][CH2:19][CH2:20][CH2:21][CH2:22][CH2:23][CH2:24][CH2:25][CH3:26], predict the reactants needed to synthesize it.